From a dataset of Forward reaction prediction with 1.9M reactions from USPTO patents (1976-2016). Predict the product of the given reaction. (1) Given the reactants Cl.[O:2]1[C@:14]2([CH3:20])[C@@:15]34[CH2:17][CH2:18][NH:19][C@@H:9]([C@:10]3([O:22][CH3:23])[CH2:11][CH2:12][C:13]2=[O:21])[CH2:8][C:7]2=[C:16]4[C:3]1=[C:4]([O:24][CH3:25])[CH:5]=[CH:6]2.C(=O)([O-])[O-].[K+].[K+].[C:32]1([CH2:38][CH2:39][Br:40])[CH:37]=[CH:36][CH:35]=[CH:34][CH:33]=1.CN(C)C=O, predict the reaction product. The product is: [BrH:40].[O:2]1[C@:14]2([CH3:20])[C@@:15]34[CH2:17][CH2:18][N:19]([CH2:39][CH2:38][C:32]5[CH:37]=[CH:36][CH:35]=[CH:34][CH:33]=5)[C@@H:9]([C@:10]3([O:22][CH3:23])[CH2:11][CH2:12][C:13]2=[O:21])[CH2:8][C:7]2=[C:16]4[C:3]1=[C:4]([O:24][CH3:25])[CH:5]=[CH:6]2. (2) Given the reactants C([O:5][C:6]1[CH:7]=[CH:8][C:9]([S:16]([N:19]2[CH2:24][CH2:23][N:22]([CH2:25][C:26]3[CH:31]=[CH:30][C:29]([F:32])=[CH:28][CH:27]=3)[CH2:21][CH2:20]2)(=[O:18])=[O:17])=[C:10]2[C:15]=1[N:14]=[CH:13][CH:12]=[CH:11]2)(C)(C)C.Cl.O1CCOCC1, predict the reaction product. The product is: [F:32][C:29]1[CH:30]=[CH:31][C:26]([CH2:25][N:22]2[CH2:21][CH2:20][N:19]([S:16]([C:9]3[CH:8]=[CH:7][C:6]([OH:5])=[C:15]4[C:10]=3[CH:11]=[CH:12][CH:13]=[N:14]4)(=[O:18])=[O:17])[CH2:24][CH2:23]2)=[CH:27][CH:28]=1. (3) Given the reactants [Sn](Cl)(Cl)(Cl)Cl.[F:6][C:7]1[CH:12]=[CH:11][CH:10]=[C:9]([F:13])[C:8]=1[C:14]1[O:15][C:16]2[CH:22]=[CH:21][CH:20]=[C:19]([N+:23]([O-])=O)[C:17]=2[N:18]=1.O, predict the reaction product. The product is: [F:6][C:7]1[CH:12]=[CH:11][CH:10]=[C:9]([F:13])[C:8]=1[C:14]1[O:15][C:16]2[C:17](=[C:19]([NH2:23])[CH:20]=[CH:21][CH:22]=2)[N:18]=1. (4) The product is: [Br:1][C:2]1[CH:7]=[CH:6][C:5]([C:8](=[O:10])[CH:9]=[CH:16][C:12]2[O:11][CH:15]=[CH:14][CH:13]=2)=[CH:4][CH:3]=1. Given the reactants [Br:1][C:2]1[CH:7]=[CH:6][C:5]([C:8](=[O:10])[CH3:9])=[CH:4][CH:3]=1.[O:11]1[CH:15]=[CH:14][CH:13]=[C:12]1[CH:16]=O.CO[Na].Cl, predict the reaction product. (5) Given the reactants [NH2:1][C:2]1[N:3]=[C:4]([C:14]2[C:22]3[C:17](=[CH:18][CH:19]=[CH:20][CH:21]=3)[NH:16][CH:15]=2)[C:5]2[CH:10]=[C:9]([C:11]([OH:13])=[O:12])[S:8][C:6]=2[N:7]=1.S(=O)(=O)(O)O.O.[CH2:29](O)[CH3:30], predict the reaction product. The product is: [CH2:29]([O:12][C:11]([C:9]1[S:8][C:6]2[N:7]=[C:2]([NH2:1])[N:3]=[C:4]([C:14]3[C:22]4[C:17](=[CH:18][CH:19]=[CH:20][CH:21]=4)[NH:16][CH:15]=3)[C:5]=2[CH:10]=1)=[O:13])[CH3:30]. (6) Given the reactants [NH2:1][C:2]1[CH:11]=[C:10]2[C:5]([CH2:6][N:7]([CH2:21][C:22]3[CH:27]=[CH:26][C:25]([O:28][CH3:29])=[CH:24][CH:23]=3)[C:8](=[O:20])[N:9]2[C:12]2[C:17]([Cl:18])=[CH:16][CH:15]=[CH:14][C:13]=2[Cl:19])=[C:4]([C:30]2[CH:35]=[CH:34][CH:33]=[CH:32][C:31]=2[Cl:36])[CH:3]=1.[CH3:37][N:38]1[CH:43]2[CH2:44][CH2:45][CH:39]1[CH2:40][C:41](=O)[CH2:42]2, predict the reaction product. The product is: [Cl:36][C:31]1[CH:32]=[CH:33][CH:34]=[CH:35][C:30]=1[C:4]1[CH:3]=[C:2]([NH:1][CH:41]2[CH2:42][CH:43]3[N:38]([CH3:37])[CH:39]([CH2:45][CH2:44]3)[CH2:40]2)[CH:11]=[C:10]2[C:5]=1[CH2:6][N:7]([CH2:21][C:22]1[CH:23]=[CH:24][C:25]([O:28][CH3:29])=[CH:26][CH:27]=1)[C:8](=[O:20])[N:9]2[C:12]1[C:17]([Cl:18])=[CH:16][CH:15]=[CH:14][C:13]=1[Cl:19].